Dataset: KCNQ2 potassium channel screen with 302,405 compounds. Task: Binary Classification. Given a drug SMILES string, predict its activity (active/inactive) in a high-throughput screening assay against a specified biological target. (1) The molecule is Brc1c(n2nc(nn2)c2sccn2)cccc1. The result is 0 (inactive). (2) The drug is s1c2c(CCN(C2)C(=O)C)c(c1NC(=O)CCS(=O)(=O)c1ccccc1)C(=O)N. The result is 0 (inactive). (3) The molecule is Fc1ccc(C2N(C(=O)C3CC3)CC(=O)Nc3c2cc(cc3)C)cc1. The result is 0 (inactive). (4) The compound is O=C(Nc1ccc(C(CC)C)cc1)C1CCCN(C1)c1ncccn1. The result is 0 (inactive).